From a dataset of Full USPTO retrosynthesis dataset with 1.9M reactions from patents (1976-2016). Predict the reactants needed to synthesize the given product. (1) Given the product [Br:1][C:2]1[CH:3]=[CH:4][C:5]([NH2:14])=[C:6]([O:7][CH2:8][CH2:9][N:10]([CH3:12])[CH3:11])[CH:13]=1, predict the reactants needed to synthesize it. The reactants are: [Br:1][C:2]1[CH:3]=[CH:4][C:5]([N+:14]([O-])=O)=[C:6]([CH:13]=1)[O:7][CH2:8][CH2:9][N:10]([CH3:12])[CH3:11]. (2) Given the product [CH2:1]([O:3][C:4]([C:6]1[N:14]([C:15]2[CH:16]=[CH:17][C:18]([O:21][CH:22]([CH3:24])[CH3:23])=[CH:19][CH:20]=2)[C:13]2[CH:12]=[C:11]([Cl:25])[N:10]=[C:9]([C:32]3[CH:33]=[CH:34][C:29]([C:28]([F:39])([F:38])[F:27])=[CH:30][CH:31]=3)[C:8]=2[CH:7]=1)=[O:5])[CH3:2], predict the reactants needed to synthesize it. The reactants are: [CH2:1]([O:3][C:4]([C:6]1[N:14]([C:15]2[CH:20]=[CH:19][C:18]([O:21][CH:22]([CH3:24])[CH3:23])=[CH:17][CH:16]=2)[C:13]2[CH:12]=[C:11]([Cl:25])[N:10]=[C:9](Cl)[C:8]=2[CH:7]=1)=[O:5])[CH3:2].[F:27][C:28]([F:39])([F:38])[C:29]1[CH:34]=[CH:33][C:32](B(O)O)=[CH:31][CH:30]=1.C([O-])([O-])=O.[Na+].[Na+].C1(C)C=CC=CC=1. (3) Given the product [C:2]1([C:1]2[CH:9]=[C:10]([NH2:11])[N:19]([C:14]3[CH:15]=[CH:16][CH:17]=[CH:18][C:13]=3[CH3:21])[N:20]=2)[CH:7]=[CH:6][CH:5]=[CH:4][CH:3]=1, predict the reactants needed to synthesize it. The reactants are: [C:1]([CH2:9][C:10]#[N:11])(=O)[C:2]1[CH:7]=[CH:6][CH:5]=[CH:4][CH:3]=1.Cl.[C:13]1([CH3:21])[CH:18]=[CH:17][CH:16]=[CH:15][C:14]=1[NH:19][NH2:20]. (4) Given the product [Cl:2][C:3]1[CH:8]=[CH:7][C:6]([S:9]([N:12]2[CH2:17][CH2:16][N:15]([C:32](=[O:33])[CH2:31][N:22]3[CH:30]=[C:28]([CH3:29])[C:26](=[O:27])[NH:25][C:23]3=[O:24])[CH2:14][C:13]2=[O:18])(=[O:11])=[O:10])=[C:5]([N+:19]([O-:21])=[O:20])[CH:4]=1, predict the reactants needed to synthesize it. The reactants are: Cl.[Cl:2][C:3]1[CH:8]=[CH:7][C:6]([S:9]([N:12]2[CH2:17][CH2:16][NH:15][CH2:14][C:13]2=[O:18])(=[O:11])=[O:10])=[C:5]([N+:19]([O-:21])=[O:20])[CH:4]=1.[N:22]1([CH2:31][C:32](O)=[O:33])[CH:30]=[C:28]([CH3:29])[C:26](=[O:27])[NH:25][C:23]1=[O:24]. (5) Given the product [C:1]([C:5]1[CH:10]=[CH:9][C:8]([S:11]([NH:22][C:20]2[N:19]([C:23]3[CH:32]=[CH:31][CH:30]=[C:29]4[C:24]=3[CH:25]=[CH:26][CH:27]=[N:28]4)[N:18]=[C:17]([CH3:16])[CH:21]=2)(=[O:13])=[O:12])=[CH:7][C:6]=1[F:15])([CH3:4])([CH3:3])[CH3:2], predict the reactants needed to synthesize it. The reactants are: [C:1]([C:5]1[CH:10]=[CH:9][C:8]([S:11](Cl)(=[O:13])=[O:12])=[CH:7][C:6]=1[F:15])([CH3:4])([CH3:3])[CH3:2].[CH3:16][C:17]1[CH:21]=[C:20]([NH2:22])[N:19]([C:23]2[CH:32]=[CH:31][CH:30]=[C:29]3[C:24]=2[CH:25]=[CH:26][CH:27]=[N:28]3)[N:18]=1.[OH-].[Li+].[OH-].[Na+].Cl. (6) Given the product [C:19]([O:22][C:23](=[O:24])[NH:2][C@@H:3]1[CH2:8][CH2:7][CH2:6][CH2:5][C@@H:4]1[CH2:9][OH:10])([CH3:21])([CH3:20])[CH3:18], predict the reactants needed to synthesize it. The reactants are: Cl.[NH2:2][C@H:3]1[CH2:8][CH2:7][CH2:6][CH2:5][C@H:4]1[CH2:9][OH:10].CCN(CC)CC.[CH3:18][C:19]([O:22][C:23](O[C:23]([O:22][C:19]([CH3:21])([CH3:20])[CH3:18])=[O:24])=[O:24])([CH3:21])[CH3:20].